This data is from Full USPTO retrosynthesis dataset with 1.9M reactions from patents (1976-2016). The task is: Predict the reactants needed to synthesize the given product. (1) Given the product [Si:25]([O:42][CH2:43][CH2:44][O:45][CH2:20][C@H:19]([OH:18])[C:21]([O:23][CH3:24])=[O:22])([C:38]([CH3:40])([CH3:41])[CH3:39])([C:32]1[CH:33]=[CH:34][CH:35]=[CH:36][CH:37]=1)[C:26]1[CH:27]=[CH:28][CH:29]=[CH:30][CH:31]=1, predict the reactants needed to synthesize it. The reactants are: FC(F)(F)S([O-])(=O)=O.[Mg+2].FC(F)(F)S([O-])(=O)=O.[O:18]1[CH2:20][C@H:19]1[C:21]([O:23][CH3:24])=[O:22].[Si:25]([O:42][CH2:43][CH2:44][OH:45])([C:38]([CH3:41])([CH3:40])[CH3:39])([C:32]1[CH:37]=[CH:36][CH:35]=[CH:34][CH:33]=1)[C:26]1[CH:31]=[CH:30][CH:29]=[CH:28][CH:27]=1. (2) Given the product [F:1][C:2]1[C:3]([O:8][CH3:9])=[CH:4][CH:5]=[CH:6][C:7]=1[CH:30]=[O:31], predict the reactants needed to synthesize it. The reactants are: [F:1][C:2]1[CH:7]=[CH:6][CH:5]=[CH:4][C:3]=1[O:8][CH3:9].C([Li])CCC.CN(C)CCN(C)CCN(C)C.CN([CH:30]=[O:31])C. (3) Given the product [C:11]([CH:12]=[C:7]([C:2]1[CH:3]=[N:4][CH:5]=[CH:6][N:1]=1)[O-:9])#[N:13].[Na+:15], predict the reactants needed to synthesize it. The reactants are: [N:1]1[CH:6]=[CH:5][N:4]=[CH:3][C:2]=1[C:7]([O:9]C)=O.[C:11](#[N:13])[CH3:12].[H-].[Na+:15].C(OC)(C)(C)C. (4) Given the product [F:1][C:2]1[CH:3]=[CH:4][C:5]([C@@H:8]2[CH2:13][CH2:12][CH2:11][CH2:10][NH:9]2)=[CH:6][CH:7]=1, predict the reactants needed to synthesize it. The reactants are: [F:1][C:2]1[CH:7]=[CH:6][C:5]([C@H:8]2[CH2:13][CH2:12][CH2:11][CH2:10][NH:9]2)=[CH:4][CH:3]=1.C1([C@H](CO)N)C=CC=CC=1. (5) Given the product [NH2:22][C:15]1[N:14]=[C:13]([O:9][C:6]2[CH:7]=[CH:8][C:3]([C:1]#[N:2])=[CH:4][CH:5]=2)[CH:18]=[CH:17][CH:16]=1, predict the reactants needed to synthesize it. The reactants are: [C:1]([C:3]1[CH:8]=[CH:7][C:6]([OH:9])=[CH:5][CH:4]=1)#[N:2].[H-].[Na+].Br[C:13]1[CH:18]=[CH:17][CH:16]=[C:15](Br)[N:14]=1.O.C[N:22](C=O)C. (6) Given the product [F:3][C:4]1[C:13]([F:14])=[C:12]([O:15][CH3:16])[CH:11]=[CH:10][C:5]=1[C:6]([OH:8])=[O:7], predict the reactants needed to synthesize it. The reactants are: [OH-].[Na+].[F:3][C:4]1[C:13]([F:14])=[C:12]([O:15][CH3:16])[CH:11]=[CH:10][C:5]=1[C:6]([O:8]C)=[O:7].C1COCC1.Cl. (7) Given the product [N+:12]([C:8]1[C:5]2[CH:6]=[C:16]([C:17]([O:19][CH3:20])=[O:18])[S:15][C:4]=2[CH:11]=[CH:10][CH:9]=1)([O-:14])=[O:13], predict the reactants needed to synthesize it. The reactants are: [N+]([C:4]1[CH:11]=[CH:10][CH:9]=[C:8]([N+:12]([O-:14])=[O:13])[C:5]=1[CH:6]=O)([O-])=O.[SH:15][CH2:16][C:17]([O:19][CH3:20])=[O:18].C(N(CC)CC)C. (8) Given the product [Br:1][C:2]1[C:7](=[O:8])[N:6]2[CH:9]=[CH:10][CH:11]=[CH:12][C:5]2=[N:4][C:3]=1[NH:17][CH:14]([CH3:16])[CH3:15], predict the reactants needed to synthesize it. The reactants are: [Br:1][C:2]1[C:7](=[O:8])[N:6]2[CH:9]=[CH:10][CH:11]=[CH:12][C:5]2=[N:4][C:3]=1Cl.[CH:14]([NH2:17])([CH3:16])[CH3:15]. (9) Given the product [F:26][C:2]([F:25])([F:1])[C@H:3]([N:12]1[CH2:16][CH2:15][C@H:14]([NH:17][C:18](=[O:24])[O:19][C:20]([CH3:22])([CH3:23])[CH3:21])[CH2:13]1)[C:4]1[CH:5]=[N:6][C:7]([NH:10]/[N:11]=[CH:40]/[C:33]2[CH:32]=[CH:31][C:30]3[C:35](=[C:36]([O:38][CH3:39])[CH:37]=[C:28]([F:27])[CH:29]=3)[N:34]=2)=[CH:8][CH:9]=1, predict the reactants needed to synthesize it. The reactants are: [F:1][C:2]([F:26])([F:25])[C@H:3]([N:12]1[CH2:16][CH2:15][C@H:14]([NH:17][C:18](=[O:24])[O:19][C:20]([CH3:23])([CH3:22])[CH3:21])[CH2:13]1)[C:4]1[CH:5]=[N:6][C:7]([NH:10][NH2:11])=[CH:8][CH:9]=1.[F:27][C:28]1[CH:29]=[C:30]2[C:35](=[C:36]([O:38][CH3:39])[CH:37]=1)[N:34]=[C:33]([CH:40]=O)[CH:32]=[CH:31]2.